Dataset: Forward reaction prediction with 1.9M reactions from USPTO patents (1976-2016). Task: Predict the product of the given reaction. (1) Given the reactants [C:1]([O:5][C:6]([N:8]1[CH2:13][CH2:12][N:11]([CH2:14][C:15]2[C:20]([C:21]([F:24])([F:23])[F:22])=[CH:19][C:18]([C:25](O)=[O:26])=[C:17]([NH2:28])[C:16]=2[Br:29])[CH2:10][CH2:9]1)=[O:7])([CH3:4])([CH3:3])[CH3:2].NC1C(Cl)=C(C=O)C(C(F)(F)F)=CC=1C([NH:35][CH2:36][C:37]1[CH:42]=[C:41]([Cl:43])[CH:40]=[CH:39][C:38]=1[S:44]([CH2:47][CH3:48])(=[O:46])=[O:45])=O, predict the reaction product. The product is: [C:1]([O:5][C:6]([N:8]1[CH2:9][CH2:10][N:11]([CH2:14][C:15]2[C:20]([C:21]([F:22])([F:23])[F:24])=[CH:19][C:18]([C:25](=[O:26])[NH:35][CH2:36][C:37]3[CH:42]=[C:41]([Cl:43])[CH:40]=[CH:39][C:38]=3[S:44]([CH2:47][CH3:48])(=[O:46])=[O:45])=[C:17]([NH2:28])[C:16]=2[Br:29])[CH2:12][CH2:13]1)=[O:7])([CH3:2])([CH3:4])[CH3:3]. (2) Given the reactants [NH2:1][C:2]1[N:7]=[C:6]([C:8]#[N:9])[C:5]([C:10]2[CH:15]=[CH:14][C:13](B3OC(C)(C)C(C)(C)O3)=[CH:12][C:11]=2[F:25])=[N:4][CH:3]=1.Br[C:27]1[CH:32]=[CH:31][CH:30]=[CH:29][C:28]=1[S:33]([N:36]1[CH2:41][CH2:40][S:39](=[O:43])(=[O:42])[CH2:38][CH2:37]1)(=[O:35])=[O:34], predict the reaction product. The product is: [NH2:1][C:2]1[N:7]=[C:6]([C:8]#[N:9])[C:5]([C:10]2[CH:15]=[CH:14][C:13]([C:27]3[CH:32]=[CH:31][CH:30]=[CH:29][C:28]=3[S:33]([N:36]3[CH2:37][CH2:38][S:39](=[O:42])(=[O:43])[CH2:40][CH2:41]3)(=[O:34])=[O:35])=[CH:12][C:11]=2[F:25])=[N:4][CH:3]=1. (3) Given the reactants [C:1]([N:3]1[CH2:8][CH2:7][CH:6]([N:9]([CH:27]2[CH2:29][CH2:28]2)[C:10]([C:12]2[CH:13]=[N:14][C:15]([C:18]3[CH:19]=[N:20][C:21]([O:24][CH2:25][CH3:26])=[CH:22][CH:23]=3)=[N:16][CH:17]=2)=[O:11])[CH2:5][CH2:4]1)#[N:2].[OH:30][NH:31][C:32](=N)[C:33]1[CH:38]=[CH:37][CH:36]=[CH:35][CH:34]=1, predict the reaction product. The product is: [CH:27]1([N:9]([CH:6]2[CH2:5][CH2:4][N:3]([C:1]3[O:30][N:31]=[C:32]([C:33]4[CH:38]=[CH:37][CH:36]=[CH:35][CH:34]=4)[N:2]=3)[CH2:8][CH2:7]2)[C:10]([C:12]2[CH:13]=[N:14][C:15]([C:18]3[CH:19]=[N:20][C:21]([O:24][CH2:25][CH3:26])=[CH:22][CH:23]=3)=[N:16][CH:17]=2)=[O:11])[CH2:28][CH2:29]1. (4) Given the reactants [CH3:1][N:2]([C:4]([N:6]=[C:7]([NH2:9])[NH2:8])=[NH:5])[CH3:3].Cl, predict the reaction product. The product is: [CH3:1][N:2]([C:4]([NH:6][C:7]([NH2:9])=[NH:8])=[NH:5])[CH3:3].